This data is from Forward reaction prediction with 1.9M reactions from USPTO patents (1976-2016). The task is: Predict the product of the given reaction. (1) Given the reactants [Cl:1][C:2]1[C:3]([N:15]2[CH2:18][CH:17]([C:19]([OH:21])=O)[CH2:16]2)=[N:4][CH:5]=[C:6]([C:8]2[O:9][C:10]([CH2:13][CH3:14])=[CH:11][N:12]=2)[CH:7]=1.CCN=C=NCCCN(C)C.C1C=CC2N(O)N=NC=2C=1.[Cl:43][C:44]1[S:48][C:47]([S:49]([NH2:52])(=[O:51])=[O:50])=[CH:46][CH:45]=1.CCN(C(C)C)C(C)C, predict the reaction product. The product is: [Cl:1][C:2]1[C:3]([N:15]2[CH2:16][CH:17]([C:19]([NH:52][S:49]([C:47]3[S:48][C:44]([Cl:43])=[CH:45][CH:46]=3)(=[O:51])=[O:50])=[O:21])[CH2:18]2)=[N:4][CH:5]=[C:6]([C:8]2[O:9][C:10]([CH2:13][CH3:14])=[CH:11][N:12]=2)[CH:7]=1. (2) The product is: [Cl:12][C:11]1[CH:10]=[CH:9][C:8]([NH:13][C:24]([NH:23][C:17]2[CH:18]=[CH:19][CH:20]=[C:21]([Cl:22])[C:16]=2[Cl:15])=[O:25])=[C:7]([OH:14])[C:6]=1[S:3]([NH:2][CH3:1])(=[O:5])=[O:4]. Given the reactants [CH3:1][NH:2][S:3]([C:6]1[C:11]([Cl:12])=[CH:10][CH:9]=[C:8]([NH2:13])[C:7]=1[OH:14])(=[O:5])=[O:4].[Cl:15][C:16]1[C:21]([Cl:22])=[CH:20][CH:19]=[CH:18][C:17]=1[N:23]=[C:24]=[O:25], predict the reaction product. (3) Given the reactants C1(P(C2C=CC=CC=2)C2C=CC=CC=2)C=CC=CC=1.[CH2:20]([O:22][C:23]1[CH:28]=[CH:27][C:26]([N:29]2[C:33]3[CH:34]=[CH:35][C:36]([OH:38])=[CH:37][C:32]=3[N:31]=[CH:30]2)=[CH:25][CH:24]=1)[CH3:21].[CH2:39]([C:41]1[CH:48]=[CH:47][C:44]([CH2:45]O)=[CH:43][CH:42]=1)[CH3:40], predict the reaction product. The product is: [CH2:20]([O:22][C:23]1[CH:28]=[CH:27][C:26]([N:29]2[C:33]3[CH:34]=[CH:35][C:36]([O:38][CH2:45][C:44]4[CH:47]=[CH:48][C:41]([CH2:39][CH3:40])=[CH:42][CH:43]=4)=[CH:37][C:32]=3[N:31]=[CH:30]2)=[CH:25][CH:24]=1)[CH3:21]. (4) Given the reactants [H-].[Na+].[O:3]([CH2:10][C:11]1[CH:20]=[C:14]2[C:15](=[O:19])[NH:16][CH2:17][CH2:18][N:13]2[N:12]=1)[C:4]1[CH:9]=[CH:8][CH:7]=[CH:6][CH:5]=1.I[CH3:22].[NH4+].[Cl-], predict the reaction product. The product is: [CH3:22][N:16]1[CH2:17][CH2:18][N:13]2[N:12]=[C:11]([CH2:10][O:3][C:4]3[CH:5]=[CH:6][CH:7]=[CH:8][CH:9]=3)[CH:20]=[C:14]2[C:15]1=[O:19]. (5) Given the reactants O=C1C2C(=CC=CC=2)C(=O)[N:3]1[CH2:12][C@H:13]([NH:26][C:27](=[O:36])[C@H:28]([C:30]1[CH:35]=[CH:34][CH:33]=[CH:32][CH:31]=1)[CH3:29])[C:14]1[CH:19]=[CH:18][C:17]([O:20][CH2:21][C@@H:22]([CH3:25])[CH2:23][CH3:24])=[CH:16][CH:15]=1.O.NN, predict the reaction product. The product is: [NH2:3][CH2:12][C@H:13]([NH:26][C:27](=[O:36])[C@H:28]([C:30]1[CH:31]=[CH:32][CH:33]=[CH:34][CH:35]=1)[CH3:29])[C:14]1[CH:15]=[CH:16][C:17]([O:20][CH2:21][C@@H:22]([CH3:25])[CH2:23][CH3:24])=[CH:18][CH:19]=1.